Dataset: Drug-target binding data from BindingDB using IC50 measurements. Task: Regression. Given a target protein amino acid sequence and a drug SMILES string, predict the binding affinity score between them. We predict pIC50 (pIC50 = -log10(IC50 in M); higher means more potent). Dataset: bindingdb_ic50. (1) The compound is Cc1ccc(C(=O)N=Nc2c3[nH]c4ccccc4nc-3c3ccccc23)cc1. The target protein (P53051) has sequence MTISSAHPETEPKWWKEATFYQIYPASFKDSNDDGWGDMKGIASKLEYIKELGADAIWISPFYDSPQDDMGYDIANYEKVWPTYGTNEDCFALIEKTHKLGMKFITDLVINHCSSEHEWFKESRSSKTNPKRDWFFWRPPKGYDAEGKPIPPNNWKSYFGGSAWTFDEKTQEFYLRLFCSTQPDLNWENEDCRKAIYESAVGYWLDHGVDGFRIDVGSLYSKVVGLPDAPVVDKNSTWQSSDPYTLNGPRIHEFHQEMNQFIRNRVKDGREIMTVGEMQHASDETKRLYTSASRHELSELFNFSHTDVGTSPLFRYNLVPFELKDWKIALAELFRYINGTDCWSTIYLENHDQPRSITRFGDDSPKNRVISGKLLSVLLSALTGTLYVYQGQELGQINFKNWPVEKYEDVEIRNNYNAIKEEHGENSEEMKKFLEAIALISRDHARTPMQWSREEPNAGFSGPSAKPWFYLNDSFREGINVEDEIKDPNSVLNFWKEALK.... The pIC50 is 3.3. (2) The compound is Nc1ncc(-c2cc(N3C(=O)O[C@@H](c4ccccc4)[C@@H]3CO)nc(N3CCOCC3)n2)c(C(F)(F)F)n1. The target protein (A0A0G2K344) has sequence MPPRPSSGELWGIHLMPPRILVECLLPNGMIVTLECLREATLVTIKHELFKEARKYPLHQLLQDESSYIFVSVTQEAEREEFFDETRRLCDLRLFQPFLKVIEPVGNREEKILNREIGFVIGMPVCEFDMVKDPEVQDFRRNILNVCKEAVDLRDLNSPHSRAMYVYPPNVESSPELPKHIYNKLDKGQIIVVIWVIVSPNNDKQKYTLKINHDCVPEQVIAEAIRKKTRSMLLSSEQLKLCVLEYQGKYILKVCGCDEYFLEKYPLSQYKYIRSCIMLGRMPNLMLMAKESLYSQLPIDSFTMPSYSRRISTATPYMNGETATKSLWVINSALRIKILCATYVNVNIRDIDKIYVRTGIYHGGEPLCDNVNTQRVPCSNPRWNEWLNYDIYIPDLPRAARLCLSICSVKGRKGAKEEHCPLAWGNINLFDYTDTLVSGKMALNLWPVPHGLEDLLNPIGVTGSNPNKETPCLELEFDWFSSVVKFPDMSVIEEHANWSV.... The pIC50 is 7.1. (3) The pIC50 is 5.1. The compound is CCc1nc(N)nc(N)c1C#C[C@@H](C)c1cc(-c2ccc(C(=O)O)cc2)ccc1OC. The target protein (P13955) has sequence MTLSIIVAHDKQRVIGYQNQLPWHLPNDLKHIKQLTTGNTLVMARKTFNSIGKPLPNRRNVVLTNQASFHHEGVDVINSLDEIKELSGHVFIFGGQTLYEAMIDQVDDMYITVIDGKFQGDTFFPPYTFENWEVESSVEGQLDEKNTIPHTFLHLVRRKGK. (4) The small molecule is CC(C)(C)CCNC(=O)[C@H]1CCC2C3CN=C4CC(=O)CC[C@]4(C)C3CC[C@@]21C. The target protein (P14060) has sequence MTGWSCLVTGAGGFLGQRIIRLLVKEKELKEIRVLDKAFGPELREEFSKLQNKTKLTVLEGDILDEPFLKRACQDVSVIIHTACIIDVFGVTHRESIMNVNVKGTQLLLEACVQASVPVFIYTSSIEVAGPNSYKEIIQNGHEEEPLENTWPAPYPHSKKLAEKAVLAANGWNLKNGGTLYTCALRPMYIYGEGSRFLSASINEALNNNGILSSVGKFSTVNPVYVGNVAWAHILALRALQDPKKAPSIRGQFYYISDDTPHQSYDNLNYTLSKEFGLRLDSRWSFPLSLMYWIGFLLEIVSFLLRPIYTYRPPFNRHIVTLSNSVFTFSYKKAQRDLAYKPLYSWEEAKQKTVEWVGSLVDRHKETLKSKTQ. The pIC50 is 8.1. (5) The compound is COCCN(C)S(=O)(=O)c1cc(NC(=O)Nc2ccccc2)c(C)o1. The target protein (Q06000) has sequence MESKALLLVALGVWLQSLTAFRGGVAAADGGRDFSDIESKFALRTPEDTAEDTCHLIPGLADSVSNCHFNHSSKTFVVIHGWTVTGMYESWVPKLVAALYKREPDSNVIVVDWLYRAQQHYPVSAGYTKLVGNDVARFINWLEEEFNYPLDNVHLLGYSLGAHAAGVAGSLTNKKVNRITGLDPAGPNFEYAEAPSRLSPDDADFVDVLHTFTRGSPGRSIGIQKPVGHVDIYPNGGTFQPGCNIGEAIRVIAEKGLGDVDQLVKCSHERSIHLFIDSLLNEENPSKAYRCNSKEAFEKGLCLSCRKNRCNNVGYEINKVRAKRSSKMYLKTRSQMPYKVFHYQVKIHFSGTENDKQNNQAFEISLYGTVAESENIPFTLPEVATNKTYSFLIYTEVDIGELLMMKLKWKNDSYFRWSDWWSSPSFVIEKIRVKAGETQKKVIFCAREKVSHLQKGKDAAVFVKCHDKSLKKSG. The pIC50 is 7.3. (6) The target protein (Q9UBX1) has sequence MAPWLQLLSLLGLLPGAVAAPAQPRAASFQAWGPPSPELLAPTRFALEMFNRGRAAGTRAVLGLVRGRVRRAGQGSLYSLEATLEEPPCNDPMVCRLPVSKKTLLCSFQVLDELGRHVLLRKDCGPVDTKVPGAGEPKSAFTQGSAMISSLSQNHPDNRNETFSSVISLLNEDPLSQDLPVKMASIFKNFVITYNRTYESKEEARWRLSVFVNNMVRAQKIQALDRGTAQYGVTKFSDLTEEEFRTIYLNTLLRKEPGNKMKQAKSVGDLAPPEWDWRSKGAVTKVKDQGMCGSCWAFSVTGNVEGQWFLNQGTLLSLSEQELLDCDKMDKACMGGLPSNAYSAIKNLGGLETEDDYSYQGHMQSCNFSAEKAKVYINDSVELSQNEQKLAAWLAKRGPISVAINAFGMQFYRHGISRPLRPLCSPWLIDHAVLLVGYGNRSDVPFWAIKNSWGTDWGEKGYYYLHRGSGACGVNTMASSAVVD. The compound is CC(C)(F)C[C@H](N[C@@H](c1ccc(-c2ccc(S(C)(=O)=O)cc2)cc1)C(F)(F)F)C(=O)N[C@H](C#N)Cc1ccc(C#N)cc1F. The pIC50 is 8.4. (7) The drug is CC[C@H](C)[C@H](NC(C)=O)C(=O)N[C@H](C(=O)NCC(=O)NC(C)C(=O)C(=O)NCCC(=O)O)[C@@H](C)O. The target protein sequence is MMLNKKVVALCTLTLHLFCIFLCLGKEVRSEENGKIQDDAKKIVSELRFLEKVEDVIEKSNIGGNEVDADENSFNPDTEVPIEEIEEIKMRELKDVKEEKNKNDNHNNNNNNNNISSSSSSSSNTFGEEKEEVSKKKKKLRLIVSENHATTPSFFQESLLEPDVLSFLESKGNLSNLKNINSMIIELKEDTTDDELISYIKILEEKGALIESDKLVSADNIDISGIKDAIRRGEENIDVNDYKSMLEVENDAEDYDKMFGMFNESHAATSKRKRHSTNERGYDTFSSPSYKTYSKSDYLYDDDNNNNNYYYSHSSNGHNSSSRNSSSSRSRPGKYHFNDEFRNLQWGLDLSRLDETQELINEHQVMSTRICVIDSGIDYNHPDLKDNIELNLKELHGRKGFDDDNNGIVDDIYGANFVNNSGNPMDDNYHGTHVSGIISAIGNNNIGVVGVDVNSKLIICKALDEHKLGRLGDMFKCLDYCISRNAHMINGSFSFDEYSG.... The pIC50 is 6.0. (8) The drug is N[C@@]1(C(=O)O)[C@H](OCc2ccc(Cl)c(Cl)c2)[C@@H](O)[C@@H]2[C@H]1[C@H]2C(=O)O. The target protein (O15303) has sequence MARPRRAREPLLVALLPLAWLAQAGLARAAGSVRLAGGLTLGGLFPVHARGAAGRACGQLKKEQGVHRLEAMLYALDRVNADPELLPGVRLGARLLDTCSRDTYALEQALSFVQALIRGRGDGDEVGVRCPGGVPPLRPAPPERVVAVVGASASSVSIMVANVLRLFAIPQISYASTAPELSDSTRYDFFSRVVPPDSYQAQAMVDIVRALGWNYVSTLASEGNYGESGVEAFVQISREAGGVCIAQSIKIPREPKPGEFSKVIRRLMETPNARGIIIFANEDDIRRVLEAARQANLTGHFLWVGSDSWGAKTSPILSLEDVAVGAITILPKRASIDGFDQYFMTRSLENNRRNIWFAEFWEENFNCKLTSSGTQSDDSTRKCTGEERIGRDSTYEQEGKVQFVIDAVYAIAHALHSMHQALCPGHTGLCPAMEPTDGRMLLQYIRAVRFNGSAGTPVMFNENGDAPGRYDIFQYQATNGSASSGGYQAVGQWAETLRLD.... The pIC50 is 5.5. (9) The drug is Cc1cc(N2CCC(N(C)C)CC2)cc2[nH]c(-c3c(NC[C@@H](O)c4cccc(Cl)c4)cc[nH]c3=O)nc12. The target protein (Q60751) has sequence MKSGSGGGSPTSLWGLVFLSAALSLWPTSGEICGPGIDIRNDYQQLKRLENCTVIEGFLHILLISKAEDYRSYRFPKLTVITEYLLLFRVAGLESLGDLFPNLTVIRGWKLFYNYALVIFEMTNLKDIGLYNLRNITRGAIRIEKNADLCYLSTIDWSLILDAVSNNYIVGNKPPKECGDLCPGTLEEKPMCEKTTINNEYNYRCWTTNRCQKMCPSVCGKRACTENNECCHPECLGSCHTPDDNTTCVACRHYYYKGVCVPACPPGTYRFEGWRCVDRDFCANIPNAESSDSDGFVIHDDECMQECPSGFIRNSTQSMYCIPCEGPCPKVCGDEEKKTKTIDSVTSAQMLQGCTILKGNLLINIRRGNNIASELENFMGLIEVVTGYVKIRHSHALVSLSFLKNLRLILGEEQLEGNYSFYVLDNQNLQQLWDWNHRNLTVRSGKMYFAFNPKLCVSEIYRMEEVTGTKGRQSKGDINTRNNGERASCESDVLRFTSTT.... The pIC50 is 7.0.